Dataset: TCR-epitope binding with 47,182 pairs between 192 epitopes and 23,139 TCRs. Task: Binary Classification. Given a T-cell receptor sequence (or CDR3 region) and an epitope sequence, predict whether binding occurs between them. (1) The epitope is ELAGIGILTV. The TCR CDR3 sequence is CASSVSARPNGYTF. Result: 1 (the TCR binds to the epitope). (2) The epitope is WICLLQFAY. The TCR CDR3 sequence is CASSLISWTAFYNEQFF. Result: 0 (the TCR does not bind to the epitope). (3) The epitope is YLDAYNMMI. The TCR CDR3 sequence is CASKSEKGAGGSPLHF. Result: 0 (the TCR does not bind to the epitope). (4) The epitope is QVPLRPMTYK. Result: 1 (the TCR binds to the epitope). The TCR CDR3 sequence is CSARGAGGFTHYEQYF. (5) The epitope is KLFIRQEEV. The TCR CDR3 sequence is CASSPSLEGTANQPQHF. Result: 0 (the TCR does not bind to the epitope).